Task: Predict the reactants needed to synthesize the given product.. Dataset: Full USPTO retrosynthesis dataset with 1.9M reactions from patents (1976-2016) (1) Given the product [CH3:23][O:24][C:25]1[CH:33]=[CH:32][C:28]([CH2:29][CH:30]=[O:31])=[CH:27][CH:26]=1, predict the reactants needed to synthesize it. The reactants are: CC(OI1(OC(C)=O)(OC(C)=O)OC(=O)C2C=CC=CC1=2)=O.[CH3:23][O:24][C:25]1[CH:33]=[CH:32][C:28]([CH2:29][CH2:30][OH:31])=[CH:27][CH:26]=1.C([O-])(O)=O.[Na+]. (2) The reactants are: [CH2:1]([N:8]1[CH:12]=[C:11]([CH3:13])[C:10]([CH2:14][OH:15])=[N:9]1)[C:2]1[CH:7]=[CH:6][CH:5]=[CH:4][CH:3]=1.[H-].[Na+].I[CH3:19]. Given the product [CH2:1]([N:8]1[CH:12]=[C:11]([CH3:13])[C:10]([CH2:14][O:15][CH3:19])=[N:9]1)[C:2]1[CH:3]=[CH:4][CH:5]=[CH:6][CH:7]=1, predict the reactants needed to synthesize it. (3) Given the product [C:1]([O:5][C:6]([NH:8][C@@H:9]1[CH2:11][C@H:10]1[C:12]1[CH:13]=[C:14]([CH:19]=[CH:20][CH:21]=1)[C:15]([OH:17])=[O:16])=[O:7])([CH3:4])([CH3:2])[CH3:3], predict the reactants needed to synthesize it. The reactants are: [C:1]([O:5][C:6]([NH:8][C@@H:9]1[CH2:11][C@H:10]1[C:12]1[CH:13]=[C:14]([CH:19]=[CH:20][CH:21]=1)[C:15]([O:17]C)=[O:16])=[O:7])([CH3:4])([CH3:3])[CH3:2].[OH-].[Na+]. (4) Given the product [C:50]1([CH:39]([C:33]2[CH:34]=[CH:35][CH:36]=[CH:37][CH:38]=2)[N:40]2[CH:45]=[CH:44][CH:43]=[C:42]([C:46]([NH:1][C@@H:2]([CH2:8][CH2:9][CH2:10][NH:11][C:12]([NH:14][S:15]([C:18]3[C:19]([CH3:32])=[C:20]4[C:25](=[C:26]([CH3:29])[C:27]=3[CH3:28])[O:24][C:23]([CH3:30])([CH3:31])[CH2:22][CH2:21]4)(=[O:17])=[O:16])=[NH:13])[CH2:3][C:4]([O:6][CH3:7])=[O:5])=[O:47])[C:41]2=[O:49])[CH:51]=[CH:52][CH:53]=[CH:54][CH:55]=1, predict the reactants needed to synthesize it. The reactants are: [NH2:1][C@@H:2]([CH2:8][CH2:9][CH2:10][NH:11][C:12]([NH:14][S:15]([C:18]1[C:19]([CH3:32])=[C:20]2[C:25](=[C:26]([CH3:29])[C:27]=1[CH3:28])[O:24][C:23]([CH3:31])([CH3:30])[CH2:22][CH2:21]2)(=[O:17])=[O:16])=[NH:13])[CH2:3][C:4]([O:6][CH3:7])=[O:5].[C:33]1([CH:39]([C:50]2[CH:55]=[CH:54][CH:53]=[CH:52][CH:51]=2)[N:40]2[CH:45]=[CH:44][CH:43]=[C:42]([C:46](O)=[O:47])[C:41]2=[O:49])[CH:38]=[CH:37][CH:36]=[CH:35][CH:34]=1.C(N(C(C)C)CC)(C)C.CN(C(ON1N=NC2C=CC=CC1=2)=[N+](C)C)C.F[P-](F)(F)(F)(F)F.